Task: Predict the reaction yield, written as a fraction of the theoretical maximum amount of product (1.0 means a 100% yield; for example, 0.34 means a 34% yield).. Dataset: Reaction yield outcomes from USPTO patents with 853,638 reactions (1) The reactants are [Br:1][C:2]1[C:11]2[C:6](=[CH:7][C:8]([CH2:12]O)=[CH:9][CH:10]=2)[C:5](=[O:14])[N:4]([CH:15]([CH3:17])[CH3:16])[N:3]=1.C[Si]([Br:22])(C)C.[Li+].[Br-]. The catalyst is CC#N. The product is [Br:1][C:2]1[C:11]2[C:6](=[CH:7][C:8]([CH2:12][Br:22])=[CH:9][CH:10]=2)[C:5](=[O:14])[N:4]([CH:15]([CH3:17])[CH3:16])[N:3]=1. The yield is 0.440. (2) The reactants are Cl.Cl.[C:3]([C:5]1[CH:10]=[CH:9][C:8]([S:11]([NH:14][CH2:15][CH2:16][N:17]2[CH2:24][CH:23]3[O:25][CH:19]([CH2:20][NH:21][CH2:22]3)[CH2:18]2)(=[O:13])=[O:12])=[CH:7][CH:6]=1)#[N:4].[O:26]1[C:30]2[CH:31]=[CH:32][CH:33]=[CH:34][C:29]=2[C:28]([CH2:35][CH2:36]OS(C)(=O)=O)=[N:27]1.C(=O)([O-])[O-].[K+].[K+].C(#N)C. The catalyst is O. The product is [O:26]1[C:30]2[CH:31]=[CH:32][CH:33]=[CH:34][C:29]=2[C:28]([CH2:35][CH2:36][N:21]2[CH2:22][CH:23]3[O:25][CH:19]([CH2:18][N:17]([CH2:16][CH2:15][NH:14][S:11]([C:8]4[CH:9]=[CH:10][C:5]([C:3]#[N:4])=[CH:6][CH:7]=4)(=[O:13])=[O:12])[CH2:24]3)[CH2:20]2)=[N:27]1. The yield is 0.415. (3) The reactants are [NH2:1][S:2]([NH:5][C:6](=[O:32])[CH2:7][CH2:8][C:9]1[CH:14]=[CH:13][C:12]([O:15][CH2:16][CH2:17][O:18][CH3:19])=[CH:11][C:10]=1[O:20][C:21]1[C:26]([Cl:27])=[CH:25][C:24]([C:28]([F:31])([F:30])[F:29])=[CH:23][N:22]=1)(=[O:4])=[O:3].C1(P(C2C=CC=CC=2)C2C=CC=CC=2)C=CC=CC=1.[CH3:52][O:53][CH2:54][CH2:55]O.N(C(OCC)=O)=NC(OCC)=O. The catalyst is O1CCCC1.C1(C)C=CC=CC=1. The product is [NH2:1][S:2]([N:5]([CH2:55][CH2:54][O:53][CH3:52])[C:6](=[O:32])[CH2:7][CH2:8][C:9]1[CH:14]=[CH:13][C:12]([O:15][CH2:16][CH2:17][O:18][CH3:19])=[CH:11][C:10]=1[O:20][C:21]1[C:26]([Cl:27])=[CH:25][C:24]([C:28]([F:30])([F:29])[F:31])=[CH:23][N:22]=1)(=[O:4])=[O:3]. The yield is 0.290. (4) The reactants are [NH2:1][C:2]1[CH:3]=[C:4]2[C:8](=[CH:9][CH:10]=1)[CH2:7][CH:6](C(OC(C)(C)C)=O)[CH2:5]2.[CH2:18]([O:20][C:21]([C@@H:23]1[CH2:25][C@H:24]1[C:26]([OH:28])=O)=[O:22])[CH3:19].CC[N:31]=C=NCCCN(C)C.Cl. The catalyst is CN(C1C=CN=CC=1)C.ClCCl. The product is [NH2:31][CH:6]1[CH2:5][C:4]2[C:8](=[CH:9][CH:10]=[C:2]([NH:1][C:26]([C@@H:24]3[CH2:25][C@H:23]3[C:21]([O:20][CH2:18][CH3:19])=[O:22])=[O:28])[CH:3]=2)[CH2:7]1. The yield is 0.810.